Task: Predict the reactants needed to synthesize the given product.. Dataset: Full USPTO retrosynthesis dataset with 1.9M reactions from patents (1976-2016) The reactants are: [Cl:1][C:2]1[C:12]2[CH2:11][CH2:10][CH2:9][C:8]([C:13]3[CH:18]=[CH:17][CH:16]=[CH:15][CH:14]=3)=[C:7]([CH2:19][CH2:20][CH2:21][CH2:22][CH2:23][CH2:24][OH:25])[C:6]=2[CH:5]=[CH:4][C:3]=1[O:26]C.C[S-].[Na+]. Given the product [Cl:1][C:2]1[C:12]2[CH2:11][CH2:10][CH2:9][C:8]([C:13]3[CH:14]=[CH:15][CH:16]=[CH:17][CH:18]=3)=[C:7]([CH2:19][CH2:20][CH2:21][CH2:22][CH2:23][CH2:24][OH:25])[C:6]=2[CH:5]=[CH:4][C:3]=1[OH:26], predict the reactants needed to synthesize it.